Dataset: Full USPTO retrosynthesis dataset with 1.9M reactions from patents (1976-2016). Task: Predict the reactants needed to synthesize the given product. Given the product [C:2]([C:6]1[N:11]=[CH:10][C:9]([C:12]2[N:13]([C:33]([N:35]3[CH2:36][CH2:37][N:38]([CH2:41][C:42]([NH:57][C:53]4[C:54]([CH3:56])=[N:55][C:50]([O:49][CH3:48])=[CH:51][CH:52]=4)=[O:43])[CH2:39][CH2:40]3)=[O:34])[C@@:14]([C:26]3[CH:31]=[CH:30][C:29]([Cl:32])=[CH:28][CH:27]=3)([CH3:25])[C@@:15]([C:18]3[CH:23]=[CH:22][C:21]([Cl:1])=[CH:20][CH:19]=3)([CH3:17])[N:16]=2)=[C:8]([O:45][CH2:46][CH3:47])[CH:7]=1)([CH3:5])([CH3:4])[CH3:3], predict the reactants needed to synthesize it. The reactants are: [ClH:1].[C:2]([C:6]1[N:11]=[CH:10][C:9]([C:12]2[N:13]([C:33]([N:35]3[CH2:40][CH2:39][N:38]([CH2:41][C:42](O)=[O:43])[CH2:37][CH2:36]3)=[O:34])[C@@:14]([C:26]3[CH:31]=[CH:30][C:29]([Cl:32])=[CH:28][CH:27]=3)([CH3:25])[C@@:15]([C:18]3[CH:23]=[CH:22][C:21](Cl)=[CH:20][CH:19]=3)([CH3:17])[N:16]=2)=[C:8]([O:45][CH2:46][CH3:47])[CH:7]=1)([CH3:5])([CH3:4])[CH3:3].[CH3:48][O:49][C:50]1[N:55]=[C:54]([CH3:56])[C:53]([NH:57]C)=[CH:52][CH:51]=1.